From a dataset of Catalyst prediction with 721,799 reactions and 888 catalyst types from USPTO. Predict which catalyst facilitates the given reaction. (1) Reactant: C[O:2][C:3]([CH:5]1[CH2:10][CH2:9][C:8]([OH:12])([CH3:11])[CH2:7][N:6]1[S:13]([C:16]1[CH:21]=[CH:20][C:19]([O:22][CH2:23][C:24]2[CH:29]=[CH:28][CH:27]=[CH:26][CH:25]=2)=[CH:18][CH:17]=1)(=[O:15])=[O:14])=O.C1(C)C=CC(S(O)(=O)=O)=CC=1.C1(C)C=CC=CC=1. Product: [CH2:23]([O:22][C:19]1[CH:20]=[CH:21][C:16]([S:13]([N:6]2[CH2:7][C:8]3([CH3:11])[CH2:9][CH2:10][CH:5]2[C:3](=[O:2])[O:12]3)(=[O:14])=[O:15])=[CH:17][CH:18]=1)[C:24]1[CH:25]=[CH:26][CH:27]=[CH:28][CH:29]=1. The catalyst class is: 13. (2) Reactant: [H-].[Na+].C(S)C.C[O:7][C:8]1[C:16]2[O:15][C:14]([CH:17]3[CH2:21][CH2:20][O:19][CH2:18]3)=[CH:13][C:12]=2[CH:11]=[CH:10][CH:9]=1. Product: [O:19]1[CH2:20][CH2:21][CH:17]([C:14]2[O:15][C:16]3[C:8]([OH:7])=[CH:9][CH:10]=[CH:11][C:12]=3[CH:13]=2)[CH2:18]1. The catalyst class is: 9. (3) Reactant: CN(C(ON1N=NC2C=CC=NC1=2)=[N+](C)C)C.F[P-](F)(F)(F)(F)F.[N:25]1[CH:30]=[C:29]([CH2:31][CH2:32][O:33][C:34]2[CH:39]=[CH:38][C:37]([CH2:40][C:41]([OH:43])=O)=[CH:36][CH:35]=2)[CH:28]=[N:27][CH:26]=1.Cl.[Cl:45][C:46]1[CH:51]=[CH:50][C:49]([CH:52]([C:54]2[CH:59]=[CH:58][CH:57]=[CH:56][CH:55]=2)[NH2:53])=[C:48]([CH3:60])[CH:47]=1.O. Product: [Cl:45][C:46]1[CH:51]=[CH:50][C:49]([CH:52]([C:54]2[CH:55]=[CH:56][CH:57]=[CH:58][CH:59]=2)[NH:53][C:41](=[O:43])[CH2:40][C:37]2[CH:36]=[CH:35][C:34]([O:33][CH2:32][CH2:31][C:29]3[CH:28]=[N:27][CH:26]=[N:25][CH:30]=3)=[CH:39][CH:38]=2)=[C:48]([CH3:60])[CH:47]=1. The catalyst class is: 3. (4) Product: [CH3:1][N:2]1[C:7]2[CH:8]=[CH:9][C:10]([NH2:12])=[CH:11][C:6]=2[S:5][CH2:4][C:3]1=[O:15]. Reactant: [CH3:1][N:2]1[C:7]2[CH:8]=[CH:9][C:10]([N+:12]([O-])=O)=[CH:11][C:6]=2[S:5][CH2:4][C:3]1=[O:15].[Cl-].[NH4+]. The catalyst class is: 314.